Predict which catalyst facilitates the given reaction. From a dataset of Catalyst prediction with 721,799 reactions and 888 catalyst types from USPTO. Reactant: [N:1]1[CH:6]=[CH:5][CH:4]=[C:3]([CH:7]2[CH2:11][CH2:10][N:9]([C:12]([N:14]3[C:19]4[CH:20]=[C:21]([CH2:24][OH:25])[CH:22]=[CH:23][C:18]=4[O:17][CH2:16][CH2:15]3)=[O:13])[CH2:8]2)[CH:2]=1.[ClH:26]. Product: [ClH:26].[N:1]1[CH:6]=[CH:5][CH:4]=[C:3]([CH:7]2[CH2:11][CH2:10][N:9]([C:12]([N:14]3[C:19]4[CH:20]=[C:21]([CH2:24][OH:25])[CH:22]=[CH:23][C:18]=4[O:17][CH2:16][CH2:15]3)=[O:13])[CH2:8]2)[CH:2]=1. The catalyst class is: 28.